From a dataset of Experimentally validated miRNA-target interactions with 360,000+ pairs, plus equal number of negative samples. Binary Classification. Given a miRNA mature sequence and a target amino acid sequence, predict their likelihood of interaction. (1) The miRNA is hsa-miR-374b-5p with sequence AUAUAAUACAACCUGCUAAGUG. The protein sequence of the target gene is MKNTSGHREPRTRPRERDPDRRPHPDRDHHVERSRDRGGDRHRERNGDVRGNGDRRAGREQRTDRDQRQDRHRDAGHRASEQRALEKSRQSRARPEPWGPSWDAAPTPGPAPWGPRELSQKHGLGRRGLESERASERYVPTYSVPALQEEEYYQSEAEGLLDCHKCRYLCTGRACWQMLKALLNLLILACSSVSYNSTGGYTGITSLGGIYYYQYGGAYSGFDGADGERAQQLDVQFYQLKLPTVTAAMAYSGALMTFSCLTLLAGALRVPWHCPLWLVIEGLMDALIAGAYVPGLYFFF.... Result: 0 (no interaction). (2) The miRNA is hsa-miR-6832-3p with sequence ACCCUUUUUCUCUUUCCCAG. The protein sequence of the target gene is MATLRRLREAPRHLLVCEKSNFGNHKSRHRHLVQTHYYNYRVSFLIPECGILSEELKNLVMNTGPYYFVKNLPLHELITPEFISTFIKKGSCYALTYNTHIDEDNTVALLPNGKLILSLDKDTYEETGLQGHPSQFSGRKIMKFIVSIDLMELSLNLDSKKYERISWSFKEKKPLKFDFLLAWHKTGSEESTMMSYFSKYQIQEHQPKVALSTLRDLQCPVLQSSELEGTPEVSCRALELFDWLGAVFSNVDLNNEPNNFISTYCCPEPSTVVAKAYLCTITGFILPEKICLLLEHLCHY.... Result: 1 (interaction). (3) The miRNA is hsa-miR-20b-3p with sequence ACUGUAGUAUGGGCACUUCCAG. The protein sequence of the target gene is MNGHLEAEEQQDQRPDQELTGSWGHGPRSTLVRAKAMAPPPPPLAASTPLLHGEFGSYPARGPRFALTLTSQALHIQRLRPKPEARPRGGLVPLAEVSGCCTLRSRSPSDSAAYFCIYTYPRGRRGARRRATRTFRADGAATYEENRAEAQRWATALTCLLRGLPLPGDGEITPDLLPRPPRLLLLVNPFGGRGLAWQWCKNHVLPMISEAGLSFNLIQTERQNHARELVQGLSLSEWDGIVTVSGDGLLHEVLNGLLDRPDWEEAVKMPVGILPCGSGNALAGAVNQHGGFEPALGLDL.... Result: 0 (no interaction). (4) The miRNA is mmu-miR-34c-5p with sequence AGGCAGUGUAGUUAGCUGAUUGC. The protein sequence of the target gene is MAAPAQPKKIVAPTVSQINAEFVTQLACKYWAPHIKKKSPFDIKVIEDIYEKEIVKSRFAIRKIMLLEFSQYLENYLWMNYSPEVSSKAYLMSICCMVNEKFRENVPAWEIFKKKPDHFPFFFKHILKAALAETDGEFSLHEQTVLLLFLDHCFNSLEVDLIRSQVQQLISLPMWMGLQLARLELELKKTPKLRKFWNLIKKNDEKMDPEAREQAYQERRFLSQLIQKFISVLKSVPLSEPVTMDKVHYCERFIELMIDLEALLPTRRWFNTILDDSHLLVHCYLSNLVRREEDGHLFSQ.... Result: 0 (no interaction). (5) The miRNA is hsa-miR-3146 with sequence CAUGCUAGGAUAGAAAGAAUGG. The protein sequence of the target gene is MTMTTMPESLNSPVSGKAVFMEFGPPNQQMSPSPMSHGHYSMHCLHSAGHSQPDGAYSSASSFSRPLGYPYVNSVSSHASSPYISSVQSYPGSASLAQSRLEDPGADSEKSTVVEGGEVRFNGKGKKIRKPRTIYSSLQLQALNRRFQQTQYLALPERAELAASLGLTQTQVKIWFQNKRSKFKKLMKQGGAALEGSALANGRALSAGSPPVPPGWNPNSSSGKGSGSSAGSYVPSYTSWYPSAHQEAMQQPQLM. Result: 0 (no interaction).